Task: Predict the reactants needed to synthesize the given product.. Dataset: Full USPTO retrosynthesis dataset with 1.9M reactions from patents (1976-2016) Given the product [CH2:13]([N:20]1[C:25](=[O:26])[C:24]([CH2:27][C:28]2[CH:33]=[CH:32][C:31]([C:34]3[CH:39]=[CH:38][CH:37]=[CH:36][C:35]=3[C:40]3[NH:3][C:4](=[O:7])[O:5][N:41]=3)=[CH:30][CH:29]=2)=[C:23]([CH2:42][CH2:43][CH2:44][CH3:45])[N:22]=[C:21]1[CH2:46][O:47][CH3:48])[C:14]1[CH:19]=[CH:18][CH:17]=[CH:16][CH:15]=1, predict the reactants needed to synthesize it. The reactants are: [Cl-].O[NH3+:3].[C:4](=[O:7])([O-])[OH:5].[Na+].CS(C)=O.[CH2:13]([N:20]1[C:25](=[O:26])[C:24]([CH2:27][C:28]2[CH:33]=[CH:32][C:31]([C:34]3[C:35]([C:40]#[N:41])=[CH:36][CH:37]=[CH:38][CH:39]=3)=[CH:30][CH:29]=2)=[C:23]([CH2:42][CH2:43][CH2:44][CH3:45])[N:22]=[C:21]1[CH2:46][O:47][CH3:48])[C:14]1[CH:19]=[CH:18][CH:17]=[CH:16][CH:15]=1.